Dataset: Full USPTO retrosynthesis dataset with 1.9M reactions from patents (1976-2016). Task: Predict the reactants needed to synthesize the given product. (1) The reactants are: [NH:1]([C:15]([O:17][CH2:18][C:19]1[CH:24]=[CH:23][CH:22]=[CH:21][CH:20]=1)=[O:16])[C@H:2]([C:12]([OH:14])=O)[CH2:3][CH2:4][C:5](=[O:11])[O:6][C:7]([CH3:10])([CH3:9])[CH3:8].OC1C2N=NNC=2C=CC=1.[NH2:35][CH2:36][C:37]([NH:39][CH2:40][C:41]([NH2:43])=[O:42])=[O:38].Cl.CN(C)CCCN=C=NCC.C(N(C(C)C)CC)(C)C. Given the product [NH:1]([C:15]([O:17][CH2:18][C:19]1[CH:24]=[CH:23][CH:22]=[CH:21][CH:20]=1)=[O:16])[C@H:2]([C:12]([NH:35][CH2:36][C:37]([NH:39][CH2:40][C:41]([NH2:43])=[O:42])=[O:38])=[O:14])[CH2:3][CH2:4][C:5](=[O:11])[O:6][C:7]([CH3:8])([CH3:9])[CH3:10], predict the reactants needed to synthesize it. (2) Given the product [CH2:1]([O:3][C:4]([C:6]1[N:14]([CH3:15])[C:13]2[C:12]([Cl:16])=[CH:11][N:10]=[CH:9][C:8]=2[C:7]=1[NH:17][C:20]1[CH:21]=[CH:22][C:23]([Si:25]([CH3:27])([CH3:26])[CH3:28])=[CH:24][C:19]=1[F:18])=[O:5])[CH3:2], predict the reactants needed to synthesize it. The reactants are: [CH2:1]([O:3][C:4]([C:6]1[N:14]([CH3:15])[C:13]2[C:12]([Cl:16])=[CH:11][N:10]=[CH:9][C:8]=2[C:7]=1[NH2:17])=[O:5])[CH3:2].[F:18][C:19]1[CH:24]=[C:23]([Si:25]([CH3:28])([CH3:27])[CH3:26])[CH:22]=[CH:21][C:20]=1OS(C(F)(F)F)(=O)=O.CC1(C)C2C(=C(P(C3C=CC=CC=3)C3C=CC=CC=3)C=CC=2)OC2C(P(C3C=CC=CC=3)C3C=CC=CC=3)=CC=CC1=2.C([O-])([O-])=O.[Cs+].[Cs+].